Dataset: Reaction yield outcomes from USPTO patents with 853,638 reactions. Task: Predict the reaction yield, written as a fraction of the theoretical maximum amount of product (1.0 means a 100% yield; for example, 0.34 means a 34% yield). (1) The reactants are [Cl:1][C:2]1[CH:7]=[CH:6][C:5]([N+:8]([O-])=O)=[C:4]([O:11][C:12]2[CH:17]=[CH:16][C:15]([F:18])=[CH:14][CH:13]=2)[CH:3]=1.[Cl-].[NH4+].C(OCC)(=O)C. The catalyst is C(O)C.[Fe]. The product is [Cl:1][C:2]1[CH:7]=[CH:6][C:5]([NH2:8])=[C:4]([O:11][C:12]2[CH:17]=[CH:16][C:15]([F:18])=[CH:14][CH:13]=2)[CH:3]=1. The yield is 0.900. (2) The reactants are [C:1]([C:3]1[CH:8]=[CH:7][CH:6]=[CH:5][C:4]=1[C:9]1[CH:14]=[CH:13][C:12]([CH2:15][C:16]2[C:17](=[O:43])[N:18]([C@H:29]3[CH2:34][CH2:33][C@H:32]([O:35][CH2:36][C:37](N(OC)C)=[O:38])[CH2:31][CH2:30]3)[C:19]3[N:20]([N:25]=[C:26]([CH3:28])[N:27]=3)[C:21]=2[CH2:22][CH2:23][CH3:24])=[CH:11][CH:10]=1)#[N:2].[CH3:44][Mg]Br.Cl. The catalyst is O1CCCC1. The product is [CH3:28][C:26]1[N:27]=[C:19]2[N:18]([C@H:29]3[CH2:30][CH2:31][C@H:32]([O:35][CH2:36][C:37](=[O:38])[CH3:44])[CH2:33][CH2:34]3)[C:17](=[O:43])[C:16]([CH2:15][C:12]3[CH:13]=[CH:14][C:9]([C:4]4[C:3]([C:1]#[N:2])=[CH:8][CH:7]=[CH:6][CH:5]=4)=[CH:10][CH:11]=3)=[C:21]([CH2:22][CH2:23][CH3:24])[N:20]2[N:25]=1. The yield is 0.600. (3) The reactants are [F:1][C:2]1[CH:3]=[C:4]([CH:47]=[CH:48][CH:49]=1)[CH2:5][N:6]1[CH:10]=[C:9]([C:11]2[C:19]3[C:14](=[N:15][CH:16]=[C:17]([C:20]4[CH:21]=[CH:22][C:23]([N:31]5[CH2:36][CH2:35][O:34][CH2:33][CH2:32]5)=[C:24]([NH:26][S:27]([CH3:30])(=[O:29])=[O:28])[CH:25]=4)[CH:18]=3)[N:13](S(C3C=CC(C)=CC=3)(=O)=O)[CH:12]=2)[CH:8]=[N:7]1.[OH-].[Li+]. The catalyst is C1COCC1.CO.O. The product is [F:1][C:2]1[CH:3]=[C:4]([CH:47]=[CH:48][CH:49]=1)[CH2:5][N:6]1[CH:10]=[C:9]([C:11]2[C:19]3[C:14](=[N:15][CH:16]=[C:17]([C:20]4[CH:21]=[CH:22][C:23]([N:31]5[CH2:32][CH2:33][O:34][CH2:35][CH2:36]5)=[C:24]([NH:26][S:27]([CH3:30])(=[O:29])=[O:28])[CH:25]=4)[CH:18]=3)[NH:13][CH:12]=2)[CH:8]=[N:7]1. The yield is 0.180. (4) The reactants are [CH:1]1([N:4]=[C:5]=[S:6])[CH2:3][CH2:2]1.[Cl:7][C:8]1[CH:9]=[C:10]([C:14]2[O:18][N:17]=[C:16]([CH2:19][NH:20][CH3:21])[N:15]=2)[CH:11]=[CH:12][CH:13]=1. The catalyst is CCO. The product is [Cl:7][C:8]1[CH:9]=[C:10]([C:14]2[O:18][N:17]=[C:16]([CH2:19][N:20]([CH3:21])[C:5]([NH:4][CH:1]3[CH2:3][CH2:2]3)=[S:6])[N:15]=2)[CH:11]=[CH:12][CH:13]=1. The yield is 0.780. (5) The reactants are [CH3:1][S:2]([O:5][CH:6]([CH2:14][CH:15]([CH3:17])[CH3:16])[CH2:7][CH2:8][C:9]1[S:10][CH:11]=[CH:12][CH:13]=1)(=[O:4])=[O:3].[OH-].[NH4+:19].N.CC(O)C. No catalyst specified. The product is [CH3:1][S:2]([OH:5])(=[O:4])=[O:3].[CH3:16][CH:15]([CH3:17])[CH2:14][CH:6]([NH2:19])[CH2:7][CH2:8][C:9]1[S:10][CH:11]=[CH:12][CH:13]=1.[CH3:16][CH:15]([CH3:17])[CH2:14][CH:6]([NH2:19])[CH2:7][CH2:8][C:9]1[S:10][CH:11]=[CH:12][CH:13]=1. The yield is 0.410. (6) The reactants are [C:1]([C:3]1[CH:8]=[CH:7][C:6]([OH:9])=[CH:5][CH:4]=1)#[N:2].C([O-])([O-])=O.[K+].[K+].[I:16][C:17]1[CH:24]=[CH:23][C:20]([CH2:21]Br)=[CH:19][CH:18]=1. The catalyst is CC(C)=O.O. The product is [I:16][C:17]1[CH:24]=[CH:23][C:20]([CH2:21][O:9][C:6]2[CH:7]=[CH:8][C:3]([C:1]#[N:2])=[CH:4][CH:5]=2)=[CH:19][CH:18]=1. The yield is 0.350. (7) The reactants are [F:1][C:2]1[CH:21]=[CH:20][C:5]([C:6]([NH:8][C:9]2[N:14]=[CH:13][C:12]([CH:15]([CH3:19])[C:16]([OH:18])=O)=[CH:11][CH:10]=2)=[O:7])=[CH:4][CH:3]=1.ON1C2C=CC=CC=2N=N1.C(N=C=NCCCN(C)C)C.C(N(CC)CC)C.[Cl:50][C:51]1[CH:52]=[C:53]([N:57]2[C:61]([CH2:62][NH2:63])=[CH:60][C:59]([C:64]([F:67])([F:66])[F:65])=[N:58]2)[CH:54]=[CH:55][CH:56]=1. The catalyst is CN(C)C=O.O. The product is [Cl:50][C:51]1[CH:52]=[C:53]([N:57]2[C:61]([CH2:62][NH:63][C:16](=[O:18])[CH:15]([C:12]3[CH:11]=[CH:10][C:9]([NH:8][C:6](=[O:7])[C:5]4[CH:4]=[CH:3][C:2]([F:1])=[CH:21][CH:20]=4)=[N:14][CH:13]=3)[CH3:19])=[CH:60][C:59]([C:64]([F:65])([F:66])[F:67])=[N:58]2)[CH:54]=[CH:55][CH:56]=1. The yield is 0.460.